Dataset: Full USPTO retrosynthesis dataset with 1.9M reactions from patents (1976-2016). Task: Predict the reactants needed to synthesize the given product. (1) Given the product [CH2:1]([C@:3]1([OH:11])[CH2:7][CH2:6][N:5]([C:13]2[CH:20]=[CH:19][C:16]([C:17]#[N:18])=[C:15]([C:21]([F:22])([F:24])[F:23])[CH:14]=2)[C@H:4]1[CH:8]([CH3:10])[CH3:9])[CH3:2], predict the reactants needed to synthesize it. The reactants are: [CH2:1]([C@:3]1([OH:11])[CH2:7][CH2:6][NH:5][C@H:4]1[CH:8]([CH3:10])[CH3:9])[CH3:2].F[C:13]1[CH:20]=[CH:19][C:16]([C:17]#[N:18])=[C:15]([C:21]([F:24])([F:23])[F:22])[CH:14]=1.C(=O)([O-])[O-].[Li+].[Li+]. (2) Given the product [Cl:1][C:2]1[CH:9]=[CH:8][C:5]([C:6]2[CH:8]=[CH:9][CH:2]=[CH:3][C:4]=2[CH2:5][CH2:22][C:19]2[CH:18]=[CH:17][C:16]([S:13]([CH3:12])(=[O:14])=[O:15])=[CH:21][CH:20]=2)=[CH:4][C:3]=1[CH3:10], predict the reactants needed to synthesize it. The reactants are: [Cl:1][C:2]1[CH:9]=[CH:8][C:5]([CH:6]=O)=[CH:4][C:3]=1[CH3:10].[Cl-].[CH3:12][S:13]([C:16]1[CH:21]=[CH:20][C:19]([CH2:22][P+](C2C=CC=CC=2)(C2C=CC=CC=2)C2C=CC=CC=2)=[CH:18][CH:17]=1)(=[O:15])=[O:14]. (3) Given the product [CH:5]1[C:6]2[C:15](=[CH:14][C:13]3[C:8]([CH:7]=2)=[CH:9][CH:10]=[CH:11][CH:12]=3)[CH:16]=[CH:17][C:4]=1[C:23]1[S:27][C:26]([C:28]2[S:29][C:30]([CH2:33][CH2:34][CH2:35][CH2:36][CH2:37][CH3:38])=[CH:31][CH:32]=2)=[CH:25][CH:24]=1, predict the reactants needed to synthesize it. The reactants are: [F-].[Cs+].Br[C:4]1[CH:17]=[CH:16][C:15]2[C:6](=[CH:7][C:8]3[C:13]([CH:14]=2)=[CH:12][CH:11]=[CH:10][CH:9]=3)[CH:5]=1.C([Sn](CCCC)(CCCC)[C:23]1[S:27][C:26]([C:28]2[S:29][C:30]([CH2:33][CH2:34][CH2:35][CH2:36][CH2:37][CH3:38])=[CH:31][CH:32]=2)=[CH:25][CH:24]=1)CCC.P(C(C)(C)C)(C(C)(C)C)C(C)(C)C. (4) Given the product [F:1][C:2]([F:15])([F:14])[S:3]([O:6][C:17]1[CH:26]=[CH:25][C:24]2[C:19](=[CH:20][CH:21]=[C:22]([C@:27]3([CH3:33])[CH2:31][O:30][C:29](=[O:32])[NH:28]3)[CH:23]=2)[CH:18]=1)(=[O:5])=[O:4], predict the reactants needed to synthesize it. The reactants are: [F:1][C:2]([F:15])([F:14])[S:3]([O:6]S(C(F)(F)F)(=O)=O)(=[O:5])=[O:4].O[C:17]1[CH:18]=[C:19]2[C:24](=[CH:25][CH:26]=1)[CH:23]=[C:22]([C@:27]1([CH3:33])[CH2:31][O:30][C:29](=[O:32])[NH:28]1)[CH:21]=[CH:20]2.N1C=CC=CC=1.C(Cl)Cl. (5) Given the product [F:22][C:19]1[CH:20]=[CH:21][C:16]([C:13]([CH3:15])([CH3:14])[CH2:12][NH:11][C:8]2[N:7]=[N:6][C:5]([C:3]3[N:28]=[C:27]([NH:26][C:23](=[O:25])[CH3:24])[NH:29][CH:2]=3)=[CH:10][CH:9]=2)=[CH:17][CH:18]=1, predict the reactants needed to synthesize it. The reactants are: Br[CH2:2][C:3]([C:5]1[N:6]=[N:7][C:8]([NH:11][CH2:12][C:13]([C:16]2[CH:21]=[CH:20][C:19]([F:22])=[CH:18][CH:17]=2)([CH3:15])[CH3:14])=[CH:9][CH:10]=1)=O.[C:23]([NH:26][C:27]([NH2:29])=[NH:28])(=[O:25])[CH3:24]. (6) Given the product [F:72][C:73]1[CH:74]=[CH:78][CH:79]=[C:80]2[C:60]=1[CH2:61][N:57]([C:55]([O:28][C@@H:26]1[CH2:25][C@@H:24]([C:29](=[O:30])[NH:31][C@:32]3([C:37]([O:39][CH2:40][CH3:41])=[O:38])[CH2:34][C@H:33]3[CH:35]=[CH2:36])[N:23]([C:21](=[O:22])[C@@H:20]([NH:42][C:43]([O:45][C:46]([CH3:48])([CH3:47])[CH3:49])=[O:44])[CH2:19][CH2:18][N:5]([CH2:1][CH2:2][CH:3]=[CH2:4])[S:6]([C:9]3[CH:14]=[CH:13][CH:12]=[CH:11][C:10]=3[N+:15]([O-:17])=[O:16])(=[O:8])=[O:7])[CH2:27]1)=[O:56])[CH2:58]2, predict the reactants needed to synthesize it. The reactants are: [CH2:1]([N:5]([CH2:18][CH2:19][C@H:20]([NH:42][C:43]([O:45][C:46]([CH3:49])([CH3:48])[CH3:47])=[O:44])[C:21]([N:23]1[CH2:27][C@H:26]([OH:28])[CH2:25][C@H:24]1[C:29]([NH:31][C@:32]1([C:37]([O:39][CH2:40][CH3:41])=[O:38])[CH2:34][C@H:33]1[CH:35]=[CH2:36])=[O:30])=[O:22])[S:6]([C:9]1[CH:14]=[CH:13][CH:12]=[CH:11][C:10]=1[N+:15]([O-:17])=[O:16])(=[O:8])=[O:7])[CH2:2][CH:3]=[CH2:4].N1([C:55]([N:57]2[CH:61]=[CH:60]N=[CH:58]2)=[O:56])C=CN=C1.C(N(C(C)C)C(C)C)C.Cl.[F:72][C:73]1C=[CH:80][CH:79]=[C:78]2[C:74]=1CNC2. (7) Given the product [NH2:72][C:70]1[CH:69]=[CH:68][C:45]([O:46][C:47]2[C:52]3=[C:53]([CH3:67])[C:54]([C:56]([NH:58][CH2:59][CH2:60][N:61]4[CH2:66][CH2:65][O:64][CH2:63][CH2:62]4)=[O:57])=[CH:55][N:51]3[N:50]=[CH:49][N:48]=2)=[C:44]([F:43])[CH:71]=1, predict the reactants needed to synthesize it. The reactants are: Cl.FC1C=C(NC(=O)CC(NC2C=CC(F)=CC=2)=O)C=CC=1OC1C2=C(C)C(OCCN3CCOCC3)=CN2N=CN=1.[F:43][C:44]1[CH:71]=[C:70]([N+:72]([O-])=O)[CH:69]=[CH:68][C:45]=1[O:46][C:47]1[C:52]2=[C:53]([CH3:67])[C:54]([C:56]([NH:58][CH2:59][CH2:60][N:61]3[CH2:66][CH2:65][O:64][CH2:63][CH2:62]3)=[O:57])=[CH:55][N:51]2[N:50]=[CH:49][N:48]=1. (8) Given the product [N:31]1([C:22]2[N:21]=[C:20]([CH2:19][N:15]3[C@@H:14]([CH3:28])[C@@H:13]([C:5]4[CH:4]=[C:3]([C:2]([F:30])([F:29])[F:1])[CH:8]=[C:7]([C:9]([F:12])([F:11])[F:10])[CH:6]=4)[O:17][C:16]3=[O:18])[C:25]([Br:26])=[CH:24][CH:23]=2)[CH2:34][CH2:33][CH2:32]1, predict the reactants needed to synthesize it. The reactants are: [F:1][C:2]([F:30])([F:29])[C:3]1[CH:4]=[C:5]([C@H:13]2[O:17][C:16](=[O:18])[N:15]([CH2:19][C:20]3[C:25]([Br:26])=[CH:24][CH:23]=[C:22](Cl)[N:21]=3)[C@H:14]2[CH3:28])[CH:6]=[C:7]([C:9]([F:12])([F:11])[F:10])[CH:8]=1.[NH:31]1[CH2:34][CH2:33][CH2:32]1.C1COCC1. (9) Given the product [CH:1]([C:3]1[N:4]([CH2:9][C:10]([O:12][CH2:13][CH3:14])=[O:11])[CH:5]=[C:6]([C:23]2[CH:28]=[CH:27][CH:26]=[CH:25][CH:24]=2)[CH:7]=1)=[O:2], predict the reactants needed to synthesize it. The reactants are: [CH:1]([C:3]1[N:4]([CH2:9][C:10]([O:12][CH2:13][CH3:14])=[O:11])[CH:5]=[C:6](I)[CH:7]=1)=[O:2].P([O-])([O-])([O-])=O.[K+].[K+].[K+].[C:23]1(B(O)O)[CH:28]=[CH:27][CH:26]=[CH:25][CH:24]=1. (10) Given the product [S:22]1[CH:23]=[CH:24][N:25]=[C:21]1[NH:20][C:17]([C:10]1[N:11]([CH2:13][CH2:14][CH2:15][CH3:16])[CH:12]=[C:8]([C:6]([CH:1]2[CH2:2][CH2:3][CH2:4][CH2:5]2)=[O:7])[CH:9]=1)=[O:19], predict the reactants needed to synthesize it. The reactants are: [CH:1]1([C:6]([C:8]2[CH:9]=[C:10]([C:17]([OH:19])=O)[N:11]([CH2:13][CH2:14][CH2:15][CH3:16])[CH:12]=2)=[O:7])[CH2:5][CH2:4][CH2:3][CH2:2]1.[NH2:20][C:21]1[S:22][CH:23]=[CH:24][N:25]=1.